The task is: Predict the reactants needed to synthesize the given product.. This data is from Full USPTO retrosynthesis dataset with 1.9M reactions from patents (1976-2016). (1) Given the product [S:14]1[C:10]2[CH:9]=[C:8]([C:5]3[CH:4]=[C:3]([OH:17])[C:2]([Cl:1])=[N:7][CH:6]=3)[CH:16]=[CH:15][C:11]=2[N:12]=[CH:13]1, predict the reactants needed to synthesize it. The reactants are: [Cl:1][C:2]1[N:7]=[CH:6][C:5]([C:8]2[CH:16]=[CH:15][C:11]3[N:12]=[CH:13][S:14][C:10]=3[CH:9]=2)=[CH:4][C:3]=1[O:17]COCCOC.Cl. (2) The reactants are: [Cl-].[Al+3].[Cl-].[Cl-].C1(C)C=CC=CC=1.[Cl:12][C:13]1[CH:22]=[N:21][C:20]2[C:15](=[CH:16][CH:17]=[C:18]([O:23]C)[CH:19]=2)[N:14]=1. Given the product [Cl:12][C:13]1[CH:22]=[N:21][C:20]2[C:15](=[CH:16][CH:17]=[C:18]([OH:23])[CH:19]=2)[N:14]=1, predict the reactants needed to synthesize it. (3) Given the product [CH2:9]([O:8][C:6]1[CH:5]=[CH:4][C:3]([NH:11][C:12](=[O:21])[CH2:13][CH2:14][C:15]2[CH:16]=[CH:17][CH:18]=[CH:19][CH:20]=2)=[C:2]([NH:1][CH2:22][CH:23]([CH3:25])[CH3:24])[CH:7]=1)[CH3:10], predict the reactants needed to synthesize it. The reactants are: [NH2:1][C:2]1[CH:7]=[C:6]([O:8][CH2:9][CH3:10])[CH:5]=[CH:4][C:3]=1[NH:11][C:12](=[O:21])[CH2:13][CH2:14][C:15]1[CH:20]=[CH:19][CH:18]=[CH:17][CH:16]=1.[CH:22](=O)[CH:23]([CH3:25])[CH3:24].[BH3-]C#N.[Na+].NC1C=CC=CC=1.